This data is from CYP2C9 inhibition data for predicting drug metabolism from PubChem BioAssay. The task is: Regression/Classification. Given a drug SMILES string, predict its absorption, distribution, metabolism, or excretion properties. Task type varies by dataset: regression for continuous measurements (e.g., permeability, clearance, half-life) or binary classification for categorical outcomes (e.g., BBB penetration, CYP inhibition). Dataset: cyp2c9_veith. (1) The molecule is O=C(/C=C/c1cccnc1)c1ccc(NC(=O)c2cccc(Br)c2)cc1. The result is 1 (inhibitor). (2) The molecule is NC(=O)N/N=C\c1ccc([N+](=O)[O-])o1. The result is 0 (non-inhibitor). (3) The molecule is COC(=O)Nc1ccc(=O)n(Cc2c(Cl)cccc2Cl)c1. The result is 1 (inhibitor). (4) The drug is CCOC(=O)N/N=C1/C[C@@H](O)[C@@H](O)[C@@H]2[C@@H]3C(=O)N([C@@H](C)c4ccccc4)C(=O)[C@H]3CC[C@@H]12. The result is 0 (non-inhibitor). (5) The molecule is O=C(O)C1C(C(=O)O)C(C(=O)O)C1C(=O)O. The result is 0 (non-inhibitor). (6) The drug is Cc1ccc(S(=O)(=O)OC[C@@H]2CN3[C@@H](CC[C@@H](C)[C@H]3c3ccc(Br)cc3)C(=O)O2)cc1. The result is 0 (non-inhibitor). (7) The molecule is OC[C@@H]1O[C@@H](n2cnc3c(NC4CCCC4)ncnc32)[C@H](O)[C@H]1O. The result is 0 (non-inhibitor).